Dataset: NCI-60 drug combinations with 297,098 pairs across 59 cell lines. Task: Regression. Given two drug SMILES strings and cell line genomic features, predict the synergy score measuring deviation from expected non-interaction effect. (1) Drug 1: CN(CC1=CN=C2C(=N1)C(=NC(=N2)N)N)C3=CC=C(C=C3)C(=O)NC(CCC(=O)O)C(=O)O. Drug 2: C1C(C(OC1N2C=NC(=NC2=O)N)CO)O. Cell line: NCI-H522. Synergy scores: CSS=30.8, Synergy_ZIP=-1.97, Synergy_Bliss=1.06, Synergy_Loewe=-15.2, Synergy_HSA=-0.153. (2) Drug 1: CNC(=O)C1=CC=CC=C1SC2=CC3=C(C=C2)C(=NN3)C=CC4=CC=CC=N4. Drug 2: CN1C2=C(C=C(C=C2)N(CCCl)CCCl)N=C1CCCC(=O)O.Cl. Cell line: HOP-92. Synergy scores: CSS=9.63, Synergy_ZIP=-2.95, Synergy_Bliss=-2.82, Synergy_Loewe=-3.27, Synergy_HSA=-3.94. (3) Drug 2: CCC1(C2=C(COC1=O)C(=O)N3CC4=CC5=C(C=CC(=C5CN(C)C)O)N=C4C3=C2)O.Cl. Cell line: A549. Synergy scores: CSS=23.1, Synergy_ZIP=-14.2, Synergy_Bliss=-4.89, Synergy_Loewe=-13.2, Synergy_HSA=-1.88. Drug 1: C1=NC(=NC(=O)N1C2C(C(C(O2)CO)O)O)N. (4) Drug 1: C1=CC(=C2C(=C1NCCNCCO)C(=O)C3=C(C=CC(=C3C2=O)O)O)NCCNCCO. Drug 2: CC(C)(C#N)C1=CC(=CC(=C1)CN2C=NC=N2)C(C)(C)C#N. Cell line: RPMI-8226. Synergy scores: CSS=43.5, Synergy_ZIP=3.92, Synergy_Bliss=2.97, Synergy_Loewe=-16.7, Synergy_HSA=1.33. (5) Drug 1: CN1C(=O)N2C=NC(=C2N=N1)C(=O)N. Drug 2: CC=C1C(=O)NC(C(=O)OC2CC(=O)NC(C(=O)NC(CSSCCC=C2)C(=O)N1)C(C)C)C(C)C. Cell line: HCC-2998. Synergy scores: CSS=27.6, Synergy_ZIP=6.57, Synergy_Bliss=10.3, Synergy_Loewe=-66.7, Synergy_HSA=-0.0278. (6) Drug 1: C1=NC2=C(N=C(N=C2N1C3C(C(C(O3)CO)O)O)F)N. Drug 2: C(=O)(N)NO. Cell line: CAKI-1. Synergy scores: CSS=-1.18, Synergy_ZIP=1.41, Synergy_Bliss=3.26, Synergy_Loewe=-4.50, Synergy_HSA=-1.81. (7) Drug 1: C1=CC(=CC=C1CCCC(=O)O)N(CCCl)CCCl. Drug 2: C1CCC(C(C1)N)N.C(=O)(C(=O)[O-])[O-].[Pt+4]. Cell line: UO-31. Synergy scores: CSS=4.58, Synergy_ZIP=-7.44, Synergy_Bliss=-9.09, Synergy_Loewe=-6.16, Synergy_HSA=-5.82.